This data is from Reaction yield outcomes from USPTO patents with 853,638 reactions. The task is: Predict the reaction yield, written as a fraction of the theoretical maximum amount of product (1.0 means a 100% yield; for example, 0.34 means a 34% yield). (1) The reactants are [CH2:1]([N:8]1[CH2:13][CH2:12][CH2:11][CH:10]([NH:14][C@@H:15]2[CH2:20][CH2:19][CH2:18][CH2:17][C@H:16]2[NH2:21])[CH2:9]1)[C:2]1[CH:7]=[CH:6][CH:5]=[CH:4][CH:3]=1.[N:22]([C:25]1[CH:30]=[CH:29][CH:28]=[CH:27][CH:26]=1)=[C:23]=[O:24].CCN(CC)CC. The catalyst is C1COCC1. The product is [CH2:1]([N:8]1[CH2:13][CH2:12][CH2:11][CH:10]([NH:14][C@@H:15]2[CH2:20][CH2:19][CH2:18][CH2:17][C@H:16]2[NH:21][C:23]([NH:22][C:25]2[CH:30]=[CH:29][CH:28]=[CH:27][CH:26]=2)=[O:24])[CH2:9]1)[C:2]1[CH:3]=[CH:4][CH:5]=[CH:6][CH:7]=1. The yield is 0.428. (2) The reactants are [CH3:1][O:2][C:3]1[CH:4]=[CH:5][C:6]2[C:11]3[CH2:12][CH2:13][N:14]4[CH2:19][C@H:18]5[CH2:20][C@@H:21]([O:30]C(C6C=C(OC)C(OC)=C(OC)C=6)=O)[C@H:22]([O:28][CH3:29])[C@@H:23]([C:24]([O:26][CH3:27])=[O:25])[C@H:17]5[CH2:16][C@@H:15]4[C:10]=3[NH:9][C:7]=2[CH:8]=1.C[O-].[Na+]. The catalyst is CO. The product is [CH3:29][O:28][C@@H:22]1[C@@H:23]([C:24]([O:26][CH3:27])=[O:25])[C@@H:17]2[C@@H:18]([CH2:19][N:14]3[C@H:15]([CH2:16]2)[C:10]2[NH:9][C:7]4[CH:8]=[C:3]([O:2][CH3:1])[CH:4]=[CH:5][C:6]=4[C:11]=2[CH2:12][CH2:13]3)[CH2:20][C@H:21]1[OH:30]. The yield is 0.970. (3) The reactants are [Cl:1][C:2]1[CH:3]=[C:4]([CH:8]=[CH:9][C:10]=1[F:11])[C:5]([OH:7])=O.CN(C(ON1N=NC2C=CC=NC1=2)=[N+](C)C)C.F[P-](F)(F)(F)(F)F.[N:36]1[CH:41]=[CH:40][CH:39]=[CH:38][C:37]=1[C@@:42]12[O:50][CH2:49][O:48][C@@H:43]1[CH2:44][NH:45][CH2:46][CH2:47]2.C(N(CC)CC)C. The catalyst is CN(C=O)C.O. The product is [N:36]1[CH:41]=[CH:40][CH:39]=[CH:38][C:37]=1[C@@:42]12[O:50][CH2:49][O:48][C@@H:43]1[CH2:44][N:45]([C:5]([C:4]1[CH:8]=[CH:9][C:10]([F:11])=[C:2]([Cl:1])[CH:3]=1)=[O:7])[CH2:46][CH2:47]2. The yield is 0.730. (4) The reactants are [CH3:1][O:2][C:3](=[O:18])[C@H:4]([CH2:16][OH:17])[NH:5][C:6]([O:8][CH2:9][C:10]1[CH:15]=[CH:14][CH:13]=[CH:12][CH:11]=1)=[O:7].[Si:19](Cl)([C:32]([CH3:35])([CH3:34])[CH3:33])([C:26]1[CH:31]=[CH:30][CH:29]=[CH:28][CH:27]=1)[C:20]1[CH:25]=[CH:24][CH:23]=[CH:22][CH:21]=1.N1C=CN=C1.CN(C)C=[O:45]. No catalyst specified. The product is [CH3:1][O:2][C:3](=[O:18])[C@H:4]([CH2:16][OH:17])[N:5]([O:45][Si:19]([C:32]([CH3:35])([CH3:34])[CH3:33])([C:26]1[CH:31]=[CH:30][CH:29]=[CH:28][CH:27]=1)[C:20]1[CH:25]=[CH:24][CH:23]=[CH:22][CH:21]=1)[C:6]([O:8][CH2:9][C:10]1[CH:15]=[CH:14][CH:13]=[CH:12][CH:11]=1)=[O:7]. The yield is 0.990. (5) The reactants are [OH:1][C:2]1[CH:11]=[C:10]2[C:5]([C:6](=[O:20])[N:7]([CH2:12][O:13][C:14](=[O:19])[C:15]([CH3:18])([CH3:17])[CH3:16])[CH:8]=[N:9]2)=[CH:4][C:3]=1[O:21][CH3:22].CC1C=CC(S(O[CH2:34][CH:35]2[CH2:40][CH2:39][N:38]([C:41]([O:43][C:44]([CH3:47])([CH3:46])[CH3:45])=[O:42])[CH2:37][CH2:36]2)(=O)=O)=CC=1.Cl. The catalyst is CN(C=O)C. The product is [CH3:22][O:21][C:3]1[CH:4]=[C:5]2[C:10](=[CH:11][C:2]=1[O:1][CH2:34][CH:35]1[CH2:40][CH2:39][N:38]([C:41]([O:43][C:44]([CH3:45])([CH3:47])[CH3:46])=[O:42])[CH2:37][CH2:36]1)[N:9]=[CH:8][N:7]([CH2:12][O:13][C:14](=[O:19])[C:15]([CH3:16])([CH3:17])[CH3:18])[C:6]2=[O:20]. The yield is 0.785. (6) The reactants are CN([CH:4]=[O:5])C.[C:6](Cl)(=[O:10])[C:7](Cl)=O.[CH2:12]([O:14][C:15]#[CH:16])[CH3:13].C(N([CH2:22][CH3:23])CC)C.[CH2:24](Cl)Cl. No catalyst specified. The product is [CH2:15]([O:14][C:12]1[C:24]2([CH2:7][CH2:6][O:10][CH2:23][CH2:22]2)[C:4](=[O:5])[CH:13]=1)[CH3:16]. The yield is 0.590. (7) The reactants are [C:9](O[C:9]([O:11][C:12]([CH3:15])([CH3:14])[CH3:13])=[O:10])([O:11][C:12]([CH3:15])([CH3:14])[CH3:13])=[O:10].Cl.[C:17]1([C:23]2([C:29](=[O:32])[CH2:30][CH3:31])[CH2:28][CH2:27][NH:26][CH2:25][CH2:24]2)[CH:22]=[CH:21][CH:20]=[CH:19][CH:18]=1.C(N(CC)CC)C.O. The catalyst is ClCCl. The product is [C:17]1([C:23]2([C:29](=[O:32])[CH2:30][CH3:31])[CH2:24][CH2:25][N:26]([C:9]([O:11][C:12]([CH3:13])([CH3:14])[CH3:15])=[O:10])[CH2:27][CH2:28]2)[CH:18]=[CH:19][CH:20]=[CH:21][CH:22]=1. The yield is 0.930. (8) The reactants are COC1OCC(C[O:10][C:11]2[CH:16]=[CH:15][N:14]=[C:13]([CH2:17][S:18]([C:20]3[NH:24][C:23]4[CH:25]=[CH:26][CH:27]=[CH:28][C:22]=4[N:21]=3)=[O:19])[C:12]=2[CH3:29])CO1.[Na:30].COC1OCC(COC2C=CN=C(CS(C3NC4C=CC=CC=4N=3)=O)C=2C)CO1.[CH3:60][C:61]1([CH3:68])[O:66][CH2:65][CH:64](O)[CH2:63][O:62]1. No catalyst specified. The product is [Na:30].[CH3:60][C:61]1([CH3:68])[O:66][CH2:65][CH:64]([O:10][C:11]2[CH:16]=[CH:15][N:14]=[C:13]([CH2:17][S:18]([C:20]3[NH:21][C:22]4[CH:28]=[CH:27][CH:26]=[CH:25][C:23]=4[N:24]=3)=[O:19])[C:12]=2[CH3:29])[CH2:63][O:62]1. The yield is 0.180. (9) The reactants are [C:1]([O:5][C:6]([NH:8][C@@H:9]([CH2:37][C:38]1[CH:43]=[CH:42][CH:41]=[CH:40][CH:39]=1)[C@H:10]([O:29][Si](C(C)(C)C)(C)C)[CH2:11][CH:12]([CH2:16][C:17]1[CH:22]=[CH:21][C:20]([C:23]2[CH:28]=[CH:27][CH:26]=[CH:25][N:24]=2)=[CH:19][CH:18]=1)C(O)=O)=[O:7])([CH3:4])([CH3:3])[CH3:2].C1C=CC(P(N=[N+]=[N-])(C2C=CC=CC=2)=[O:51])=CC=1.C([N:63]([CH2:66]C)CC)C.[CH2:68]([OH:75])[C:69]1[CH:74]=[CH:73][CH:72]=[CH:71][CH:70]=1. The catalyst is C1(C)C=CC=CC=1. The product is [C:1]([O:5][C:6]([NH:8][C@@H:9]([CH2:37][C:38]1[CH:43]=[CH:42][CH:41]=[CH:40][CH:39]=1)[C@H:10]([OH:29])[CH2:11][CH:12]([NH:63][C:66](=[O:51])[O:75][CH2:68][C:69]1[CH:74]=[CH:73][CH:72]=[CH:71][CH:70]=1)[CH2:16][C:17]1[CH:22]=[CH:21][C:20]([C:23]2[CH:28]=[CH:27][CH:26]=[CH:25][N:24]=2)=[CH:19][CH:18]=1)=[O:7])([CH3:3])([CH3:2])[CH3:4]. The yield is 0.370. (10) The reactants are [H-].[Al+3].[Li+].[H-].[H-].[H-].[CH2:7]([O:14][C:15]1[CH:19]=[C:18]([C:20](OC)=[O:21])[N:17]([CH:24]2[CH2:29][CH2:28][CH2:27][CH2:26][CH2:25]2)[N:16]=1)[C:8]1[CH:13]=[CH:12][CH:11]=[CH:10][CH:9]=1.CC(C)=O. The catalyst is O1CCCC1.[Cl-].[Na+].O. The product is [CH2:7]([O:14][C:15]1[CH:19]=[C:18]([CH2:20][OH:21])[N:17]([CH:24]2[CH2:29][CH2:28][CH2:27][CH2:26][CH2:25]2)[N:16]=1)[C:8]1[CH:9]=[CH:10][CH:11]=[CH:12][CH:13]=1. The yield is 0.970.